From a dataset of Forward reaction prediction with 1.9M reactions from USPTO patents (1976-2016). Predict the product of the given reaction. (1) Given the reactants Cl.[CH3:2][O:3][C:4]1[C:9]2[N:10]=[C:11]([C:13]3[NH:14][C:15]4[CH2:20][CH2:19][NH:18][CH2:17][C:16]=4[N:21]=3)[S:12][C:8]=2[C:7]([N:22]2[CH2:27][CH2:26][O:25][CH2:24][CH2:23]2)=[CH:6][CH:5]=1.C(N(C(C)C)C(C)C)C.Cl[C:38]([O:40][CH2:41][CH3:42])=[O:39].C(N)C1C=CC=CC=1, predict the reaction product. The product is: [CH2:41]([O:40][C:38]([N:18]1[CH2:19][CH2:20][C:15]2[NH:14][C:13]([C:11]3[S:12][C:8]4[C:7]([N:22]5[CH2:23][CH2:24][O:25][CH2:26][CH2:27]5)=[CH:6][CH:5]=[C:4]([O:3][CH3:2])[C:9]=4[N:10]=3)=[N:21][C:16]=2[CH2:17]1)=[O:39])[CH3:42]. (2) Given the reactants O=P12OP3(OP(OP(O3)(O1)=O)(=O)O2)=O.P(=O)(O)(O)O.[NH2:20][C:21]1[CH:30]=[CH:29][C:24]([C:25]([O:27][CH3:28])=[O:26])=[CH:23][C:22]=1[CH3:31].[C:32](OCC)(=[O:37])[CH2:33][C:34]([CH3:36])=O.N, predict the reaction product. The product is: [CH3:36][C:34]1[NH:20][C:21]2[C:30]([C:32](=[O:37])[CH:33]=1)=[CH:29][C:24]([C:25]([O:27][CH3:28])=[O:26])=[CH:23][C:22]=2[CH3:31]. (3) Given the reactants [OH:1][C:2]([C@@H:4]1[CH:19]=[C:18]2[C@@H:8]([CH2:9][C:10]3[C:20]4[C:13](=[CH:14][CH:15]=[CH:16][C:17]2=4)[NH:12][CH:11]=3)[N:6]([CH3:7])[CH2:5]1)=O.[C:21](C1NC=CN=1)([C:23]1[NH:24][CH:25]=[CH:26]N=1)=O.C(NCC)C, predict the reaction product. The product is: [CH2:23]([N:24]([CH2:25][CH3:26])[C:2]([C@@H:4]1[CH:19]=[C:18]2[C@@H:8]([CH2:9][C:10]3[C:20]4[C:13](=[CH:14][CH:15]=[CH:16][C:17]2=4)[NH:12][CH:11]=3)[N:6]([CH3:7])[CH2:5]1)=[O:1])[CH3:21].